This data is from Full USPTO retrosynthesis dataset with 1.9M reactions from patents (1976-2016). The task is: Predict the reactants needed to synthesize the given product. (1) Given the product [F:17][C:15]1[CH:16]=[C:11]([CH2:10][C@@H:9]([C:19]2[C:24]([C:25]3[CH:26]=[CH:27][C:28]([F:34])=[C:29]([CH:33]=3)[C:30]([NH2:32])=[O:31])=[CH:23][CH:22]=[CH:21][N:20]=2)[NH:8][C:47](=[O:49])[CH2:46][CH:39]2[C:38]3[C:42](=[C:43]([CH3:45])[CH:44]=[C:36]([CH3:35])[CH:37]=3)[NH:41][C:40]2=[O:4])[CH:12]=[C:13]([F:18])[CH:14]=1, predict the reactants needed to synthesize it. The reactants are: FC(F)(F)C(O)=[O:4].[NH2:8][C@H:9]([C:19]1[C:24]([C:25]2[CH:26]=[CH:27][C:28]([F:34])=[C:29]([CH:33]=2)[C:30]([NH2:32])=[O:31])=[CH:23][CH:22]=[CH:21][N:20]=1)[CH2:10][C:11]1[CH:16]=[C:15]([F:17])[CH:14]=[C:13]([F:18])[CH:12]=1.[CH3:35][C:36]1[CH:37]=[C:38]2[C:42](=[C:43]([CH3:45])[CH:44]=1)[NH:41][CH2:40][CH:39]2[CH2:46][C:47]([OH:49])=O. (2) Given the product [C:12]([O:14][C:6]1[CH:7]=[C:2]([F:1])[C:3]([C:9]#[N:10])=[N:4][CH:5]=1)([CH3:15])([CH3:13])[CH3:11], predict the reactants needed to synthesize it. The reactants are: [F:1][C:2]1[C:3]([C:9]#[N:10])=[N:4][CH:5]=[C:6](F)[CH:7]=1.[CH3:11][C:12]([CH3:15])([O-:14])[CH3:13].[Na+]. (3) Given the product [NH2:17][CH:16]=[C:13]1[C:12]([C:20]2[S:21][CH:22]=[CH:23][CH:24]=2)=[N:11][N:10]([C:2]2[S:1][C:5]3[CH:6]=[CH:7][CH:8]=[CH:9][C:4]=3[N:3]=2)[C:14]1=[O:15], predict the reactants needed to synthesize it. The reactants are: [S:1]1[C:5]2[CH:6]=[CH:7][CH:8]=[CH:9][C:4]=2[N:3]=[C:2]1[N:10]1[C:14](=[O:15])[C:13](=[CH:16][N:17](C)C)[C:12]([C:20]2[S:21][CH:22]=[CH:23][CH:24]=2)=[N:11]1. (4) Given the product [Cl:1][C:2]1[C:7]([N+:8]([O-:10])=[O:9])=[C:6]([NH:25][CH2:21][CH:22]([CH3:24])[CH3:23])[C:5]([CH3:12])=[C:4]([CH3:13])[N:3]=1, predict the reactants needed to synthesize it. The reactants are: [Cl:1][C:2]1[C:7]([N+:8]([O-:10])=[O:9])=[C:6](Cl)[C:5]([CH3:12])=[C:4]([CH3:13])[N:3]=1.C(N(CC)CC)C.[CH2:21]([NH2:25])[CH:22]([CH3:24])[CH3:23]. (5) Given the product [F:8][C:5]1[CH:6]=[CH:7][C:2]([NH:12][CH2:13][CH:14]([CH3:19])[C:15]([O:17][CH3:18])=[O:16])=[C:3]([N+:9]([O-:11])=[O:10])[CH:4]=1, predict the reactants needed to synthesize it. The reactants are: F[C:2]1[CH:7]=[CH:6][C:5]([F:8])=[CH:4][C:3]=1[N+:9]([O-:11])=[O:10].[NH2:12][CH2:13][CH:14]([CH3:19])[C:15]([O:17][CH3:18])=[O:16].C(=O)([O-])[O-].[K+].[K+].